From a dataset of Forward reaction prediction with 1.9M reactions from USPTO patents (1976-2016). Predict the product of the given reaction. (1) Given the reactants [Cl:1][C:2]1[N:7]=[CH:6][C:5]([CH2:8][C:9]([OH:11])=[O:10])=[CH:4][CH:3]=1.S(=O)(=O)(O)O.[CH2:17](O)[CH3:18], predict the reaction product. The product is: [Cl:1][C:2]1[N:7]=[CH:6][C:5]([CH2:8][C:9]([O:11][CH2:17][CH3:18])=[O:10])=[CH:4][CH:3]=1. (2) Given the reactants [NH:1]1[CH2:6][CH2:5][C:4]2([C:14]3[C:9](=[CH:10][CH:11]=[CH:12][CH:13]=3)[C:8](=[O:15])[NH:7]2)[CH2:3][CH2:2]1.C([O-])([O-])=O.[K+].[K+].[CH3:22][C:23]([O:26][C:27](O[C:27]([O:26][C:23]([CH3:25])([CH3:24])[CH3:22])=[O:28])=[O:28])([CH3:25])[CH3:24], predict the reaction product. The product is: [O:15]=[C:8]1[C:9]2[C:14](=[CH:13][CH:12]=[CH:11][CH:10]=2)[C:4]2([CH2:5][CH2:6][N:1]([C:27]([O:26][C:23]([CH3:25])([CH3:24])[CH3:22])=[O:28])[CH2:2][CH2:3]2)[NH:7]1. (3) Given the reactants [CH3:1][C:2]([C:4]([O:6]CCN(C)C)=[O:5])=[CH2:3].C1C=[C:16](C2N=CC=CC=2)[N:15]=[CH:14]C=1, predict the reaction product. The product is: [C:4]([O:6][N:15]([CH3:16])[CH3:14])(=[O:5])[C:2]([CH3:1])=[CH2:3]. (4) Given the reactants [C:1]12([CH2:9][CH:8]([NH:10][C:11](=[O:19])OC3C=CC=CC=3)[C:7]3[CH:20]=[CH:21][CH:22]=[CH:23][C:6]=3[O:5]1)[CH2:4][CH2:3][CH2:2]2.NC[C:26]1[CH:31]=[CH:30][CH:29]=[CH:28][N:27]=1.[CH2:32]([N:34](CC)CC)C.O, predict the reaction product. The product is: [C:1]12([CH2:9][CH:8]([NH:10][C:11]([NH:34][CH2:32][C:29]3[CH:28]=[N:27][CH:26]=[CH:31][CH:30]=3)=[O:19])[C:7]3[CH:20]=[CH:21][CH:22]=[CH:23][C:6]=3[O:5]1)[CH2:2][CH2:3][CH2:4]2. (5) The product is: [CH3:11][C:4]1[CH:5]=[CH:6][C:7]([N+:8]([O-:10])=[O:9])=[C:2]([N:23]2[CH2:22][CH2:21][CH:20]([NH:19][C:12](=[O:13])[O:14][C:15]([CH3:17])([CH3:16])[CH3:18])[CH2:25][CH2:24]2)[CH:3]=1. Given the reactants F[C:2]1[CH:3]=[C:4]([CH3:11])[CH:5]=[CH:6][C:7]=1[N+:8]([O-:10])=[O:9].[C:12]([NH:19][CH:20]1[CH2:25][CH2:24][NH:23][CH2:22][CH2:21]1)([O:14][C:15]([CH3:18])([CH3:17])[CH3:16])=[O:13], predict the reaction product. (6) Given the reactants [CH3:1][C:2]1[C:11]([O:12][CH3:13])=[CH:10][C:5]2[NH:6][C:7](=[O:9])[O:8][C:4]=2[CH:3]=1.[H-].[Na+].Br[CH2:17][C:18]([O:20]CC)=[O:19].[OH-].[Na+], predict the reaction product. The product is: [CH3:1][C:2]1[C:11]([O:12][CH3:13])=[CH:10][C:5]2[N:6]([CH2:17][C:18]([OH:20])=[O:19])[C:7](=[O:9])[O:8][C:4]=2[CH:3]=1. (7) Given the reactants [CH3:1][O:2][CH2:3][CH2:4][O:5][C:6]1[C:7]([C:22]([F:25])([F:24])[F:23])=[CH:8][C:9](B2OC(C)(C)C(C)(C)O2)=[C:10]([CH:12]=1)[NH2:11].Cl[C:27]1[C:32]([CH3:33])=[C:31]([C:34]([F:37])([F:36])[F:35])[N:30]=[CH:29][N:28]=1.C(=O)([O-])[O-].[K+].[K+], predict the reaction product. The product is: [CH3:1][O:2][CH2:3][CH2:4][O:5][C:6]1[C:7]([C:22]([F:23])([F:24])[F:25])=[CH:8][C:9]([C:27]2[C:32]([CH3:33])=[C:31]([C:34]([F:36])([F:37])[F:35])[N:30]=[CH:29][N:28]=2)=[C:10]([CH:12]=1)[NH2:11].